This data is from Reaction yield outcomes from USPTO patents with 853,638 reactions. The task is: Predict the reaction yield, written as a fraction of the theoretical maximum amount of product (1.0 means a 100% yield; for example, 0.34 means a 34% yield). The reactants are I[C:2]1[CH:7]=[CH:6][C:5]([C:8]2[N:12]=[C:11]([C:13]3[O:17][N:16]=[C:15]([C:18]4[CH:23]=[CH:22][CH:21]=[CH:20][CH:19]=4)[C:14]=3[C:24]([F:27])([F:26])[F:25])[O:10][N:9]=2)=[CH:4][C:3]=1[CH3:28].[CH2:29]([Sn](CCCC)(CCCC)C=C)[CH2:30]CC.[Cl-].[Li+]. The catalyst is O1CCOCC1.C(OCC)(=O)C.[Pd].C1(P(C2C=CC=CC=2)C2C=CC=CC=2)C=CC=CC=1.C1(P(C2C=CC=CC=2)C2C=CC=CC=2)C=CC=CC=1.C1(P(C2C=CC=CC=2)C2C=CC=CC=2)C=CC=CC=1.C1(P(C2C=CC=CC=2)C2C=CC=CC=2)C=CC=CC=1. The product is [CH3:28][C:3]1[CH:4]=[C:5]([C:8]2[N:12]=[C:11]([C:13]3[O:17][N:16]=[C:15]([C:18]4[CH:23]=[CH:22][CH:21]=[CH:20][CH:19]=4)[C:14]=3[C:24]([F:27])([F:26])[F:25])[O:10][N:9]=2)[CH:6]=[CH:7][C:2]=1[CH:29]=[CH2:30]. The yield is 0.444.